From a dataset of CYP2C19 inhibition data for predicting drug metabolism from PubChem BioAssay. Regression/Classification. Given a drug SMILES string, predict its absorption, distribution, metabolism, or excretion properties. Task type varies by dataset: regression for continuous measurements (e.g., permeability, clearance, half-life) or binary classification for categorical outcomes (e.g., BBB penetration, CYP inhibition). Dataset: cyp2c19_veith. The compound is CCCNC1CCS(=O)(=O)C1.Cl. The result is 0 (non-inhibitor).